This data is from Peptide-MHC class II binding affinity with 134,281 pairs from IEDB. The task is: Regression. Given a peptide amino acid sequence and an MHC pseudo amino acid sequence, predict their binding affinity value. This is MHC class II binding data. (1) The peptide sequence is SGHAFGAMAKKGDEQ. The MHC is DRB1_1302 with pseudo-sequence DRB1_1302. The binding affinity (normalized) is 0.178. (2) The peptide sequence is VWQHDRVEIIANDQG. The binding affinity (normalized) is 0.180. The MHC is DRB1_1101 with pseudo-sequence DRB1_1101. (3) The peptide sequence is SKKDKFVAANAGGTV. The MHC is DRB1_1302 with pseudo-sequence DRB1_1302. The binding affinity (normalized) is 1.00. (4) The peptide sequence is NVQSLGWNIITFKDK. The MHC is DRB5_0101 with pseudo-sequence DRB5_0101. The binding affinity (normalized) is 0.728.